Dataset: NCI-60 drug combinations with 297,098 pairs across 59 cell lines. Task: Regression. Given two drug SMILES strings and cell line genomic features, predict the synergy score measuring deviation from expected non-interaction effect. (1) Drug 1: CC1=CC=C(C=C1)C2=CC(=NN2C3=CC=C(C=C3)S(=O)(=O)N)C(F)(F)F. Drug 2: CC(C)(C#N)C1=CC(=CC(=C1)CN2C=NC=N2)C(C)(C)C#N. Cell line: UACC62. Synergy scores: CSS=-3.40, Synergy_ZIP=3.08, Synergy_Bliss=1.86, Synergy_Loewe=-4.78, Synergy_HSA=-3.28. (2) Drug 1: CC(CN1CC(=O)NC(=O)C1)N2CC(=O)NC(=O)C2. Drug 2: CC1OCC2C(O1)C(C(C(O2)OC3C4COC(=O)C4C(C5=CC6=C(C=C35)OCO6)C7=CC(=C(C(=C7)OC)O)OC)O)O. Cell line: COLO 205. Synergy scores: CSS=81.7, Synergy_ZIP=12.7, Synergy_Bliss=11.8, Synergy_Loewe=12.0, Synergy_HSA=16.3. (3) Drug 1: C(=O)(N)NO. Drug 2: CC1C(C(CC(O1)OC2CC(CC3=C2C(=C4C(=C3O)C(=O)C5=CC=CC=C5C4=O)O)(C(=O)C)O)N)O. Cell line: U251. Synergy scores: CSS=40.6, Synergy_ZIP=-2.22, Synergy_Bliss=-2.94, Synergy_Loewe=-6.11, Synergy_HSA=-0.246. (4) Drug 1: CNC(=O)C1=NC=CC(=C1)OC2=CC=C(C=C2)NC(=O)NC3=CC(=C(C=C3)Cl)C(F)(F)F. Drug 2: CN(CC1=CN=C2C(=N1)C(=NC(=N2)N)N)C3=CC=C(C=C3)C(=O)NC(CCC(=O)O)C(=O)O. Cell line: LOX IMVI. Synergy scores: CSS=42.9, Synergy_ZIP=5.32, Synergy_Bliss=1.06, Synergy_Loewe=-34.3, Synergy_HSA=-1.86. (5) Drug 1: C1CCN(CC1)CCOC2=CC=C(C=C2)C(=O)C3=C(SC4=C3C=CC(=C4)O)C5=CC=C(C=C5)O. Drug 2: CCC(=C(C1=CC=CC=C1)C2=CC=C(C=C2)OCCN(C)C)C3=CC=CC=C3.C(C(=O)O)C(CC(=O)O)(C(=O)O)O. Cell line: UACC62. Synergy scores: CSS=0.907, Synergy_ZIP=-0.0669, Synergy_Bliss=-0.425, Synergy_Loewe=0.725, Synergy_HSA=-0.874. (6) Drug 1: CCC1=CC2CC(C3=C(CN(C2)C1)C4=CC=CC=C4N3)(C5=C(C=C6C(=C5)C78CCN9C7C(C=CC9)(C(C(C8N6C)(C(=O)OC)O)OC(=O)C)CC)OC)C(=O)OC.C(C(C(=O)O)O)(C(=O)O)O. Drug 2: CC1CCC2CC(C(=CC=CC=CC(CC(C(=O)C(C(C(=CC(C(=O)CC(OC(=O)C3CCCCN3C(=O)C(=O)C1(O2)O)C(C)CC4CCC(C(C4)OC)O)C)C)O)OC)C)C)C)OC. Cell line: A549. Synergy scores: CSS=35.8, Synergy_ZIP=-3.18, Synergy_Bliss=-5.28, Synergy_Loewe=-1.19, Synergy_HSA=-0.493.